From a dataset of Full USPTO retrosynthesis dataset with 1.9M reactions from patents (1976-2016). Predict the reactants needed to synthesize the given product. (1) Given the product [CH3:11][O:12][C:13]([N:15]1[CH2:20][CH2:19][CH2:18][CH:17]([N:21]2[C:35]3[CH:34]=[CH:33][CH:32]=[C:31]([Cl:37])[C:30]=3[C:25]3=[N:26][O:27][C:28]([CH3:29])=[C:24]3[C:22]2=[O:23])[CH2:16]1)=[O:14], predict the reactants needed to synthesize it. The reactants are: C[Si]([N-][Si](C)(C)C)(C)C.[K+].[CH3:11][O:12][C:13]([N:15]1[CH2:20][CH2:19][CH2:18][CH:17]([NH:21][C:22]([C:24]2[C:25]([C:30]3[C:35](F)=[CH:34][CH:33]=[CH:32][C:31]=3[Cl:37])=[N:26][O:27][C:28]=2[CH3:29])=[O:23])[CH2:16]1)=[O:14]. (2) The reactants are: [CH3:1][N:2]1[CH:10]=[C:9]2[C:4]([CH:5]=[CH:6][CH:7]=[C:8]2[C@H:11]2[CH2:13][C@@H:12]2[CH2:14][NH:15]C(=O)OC(C)(C)C)=[N:3]1.[ClH:23].C(OCC)(=O)C. Given the product [ClH:23].[ClH:23].[CH3:1][N:2]1[CH:10]=[C:9]2[C:4]([CH:5]=[CH:6][CH:7]=[C:8]2[C@H:11]2[CH2:13][C@@H:12]2[CH2:14][NH2:15])=[N:3]1, predict the reactants needed to synthesize it. (3) Given the product [CH3:1][N:2]([CH3:15])[CH2:3][CH2:4][NH:5][C:6]1[C:7]([NH2:12])=[CH:8][CH:9]=[CH:10][CH:11]=1, predict the reactants needed to synthesize it. The reactants are: [CH3:1][N:2]([CH3:15])[CH2:3][CH2:4][NH:5][C:6]1[CH:11]=[CH:10][CH:9]=[CH:8][C:7]=1[N+:12]([O-])=O.O.[H][H].